Task: Predict the reactants needed to synthesize the given product.. Dataset: Full USPTO retrosynthesis dataset with 1.9M reactions from patents (1976-2016) (1) Given the product [CH:31]1([C:2]2[CH:3]=[CH:4][C:5]3[N:9]=[C:8]([CH2:10][O:11][CH2:12][C:13]4([C:20]5[CH:25]=[CH:24][CH:23]=[CH:22][CH:21]=5)[CH2:14][CH2:15][N:16]([CH3:19])[CH2:17][CH2:18]4)[N:7]([CH2:26][CH:27]4[CH2:29][CH2:28]4)[C:6]=3[CH:30]=2)[CH2:33][CH2:32]1, predict the reactants needed to synthesize it. The reactants are: Br[C:2]1[CH:3]=[CH:4][C:5]2[N:9]=[C:8]([CH2:10][O:11][CH2:12][C:13]3([C:20]4[CH:25]=[CH:24][CH:23]=[CH:22][CH:21]=4)[CH2:18][CH2:17][N:16]([CH3:19])[CH2:15][CH2:14]3)[N:7]([CH2:26][CH:27]3[CH2:29][CH2:28]3)[C:6]=2[CH:30]=1.[CH:31]1(B(O)O)[CH2:33][CH2:32]1.C(C1C=CC(C2C=CC3N(CC4CC4)C(COCC4(C5C=CC=CC=5)CCN(C(OC(C)(C)C)=O)CC4)=NC=3C=2)=CC=1)#N. (2) Given the product [CH2:1]([O:8][CH2:9][N:10]1[C:14]2[CH:15]=[C:16]([O:19][CH3:20])[CH:17]=[CH:18][C:13]=2[N:12]=[C:11]1[C:29]([C:31]1[S:32][CH:33]=[CH:34][C:35]=1[Br:36])=[O:30])[C:2]1[CH:7]=[CH:6][CH:5]=[CH:4][CH:3]=1, predict the reactants needed to synthesize it. The reactants are: [CH2:1]([O:8][CH2:9][N:10]1[C:14]2[CH:15]=[C:16]([O:19][CH3:20])[CH:17]=[CH:18][C:13]=2[N:12]=[CH:11]1)[C:2]1[CH:7]=[CH:6][CH:5]=[CH:4][CH:3]=1.C([Li])CCC.CON(C)[C:29]([C:31]1[S:32][CH:33]=[CH:34][C:35]=1[Br:36])=[O:30].[Cl-].[NH4+]. (3) The reactants are: [CH2:1]([O:3][C:4](=[O:12])[CH2:5][CH2:6][CH2:7][CH2:8][C:9](O)=O)[CH3:2].[NH2:13][NH:14][C:15]([NH2:17])=[S:16].O=P(Cl)(Cl)Cl. Given the product [NH2:17][C:15]1[S:16][C:9]([CH2:8][CH2:7][CH2:6][CH2:5][C:4]([O:3][CH2:1][CH3:2])=[O:12])=[N:13][N:14]=1, predict the reactants needed to synthesize it. (4) The reactants are: Cl[CH2:2][C:3]1[N:7]([C:8]([C:21]2[CH:26]=[CH:25][CH:24]=[CH:23][CH:22]=2)([C:15]2[CH:20]=[CH:19][CH:18]=[CH:17][CH:16]=2)[C:9]2[CH:14]=[CH:13][CH:12]=[CH:11][CH:10]=2)[CH:6]=[N:5][C:4]=1[CH3:27].[NH3:28]. Given the product [CH3:27][C:4]1[N:5]=[CH:6][N:7]([C:8]([C:21]2[CH:26]=[CH:25][CH:24]=[CH:23][CH:22]=2)([C:9]2[CH:10]=[CH:11][CH:12]=[CH:13][CH:14]=2)[C:15]2[CH:16]=[CH:17][CH:18]=[CH:19][CH:20]=2)[C:3]=1[CH2:2][NH2:28], predict the reactants needed to synthesize it.